This data is from Forward reaction prediction with 1.9M reactions from USPTO patents (1976-2016). The task is: Predict the product of the given reaction. (1) Given the reactants [C:1]([O:5][C:6]([NH:8][CH2:9][C@H:10]1[CH2:15][CH2:14][C@H:13]([C:16]([NH:18][C@H:19]([C:39](=[O:51])[NH:40][C:41]2[CH:50]=[CH:49][C:44]3[NH:45][C:46](=[O:48])[NH:47][C:43]=3[CH:42]=2)[CH2:20][C:21]2[CH:26]=[CH:25][C:24]([C:27]3[CH:28]=[CH:29][C:30]([C:34]([O:36]CC)=[O:35])=[N:31][C:32]=3[CH3:33])=[CH:23][CH:22]=2)=[O:17])[CH2:12][CH2:11]1)=[O:7])([CH3:4])([CH3:3])[CH3:2].O.[OH-].[Li+], predict the reaction product. The product is: [C:1]([O:5][C:6]([NH:8][CH2:9][C@H:10]1[CH2:15][CH2:14][C@H:13]([C:16]([NH:18][C@H:19]([C:39](=[O:51])[NH:40][C:41]2[CH:50]=[CH:49][C:44]3[NH:45][C:46](=[O:48])[NH:47][C:43]=3[CH:42]=2)[CH2:20][C:21]2[CH:26]=[CH:25][C:24]([C:27]3[CH:28]=[CH:29][C:30]([C:34]([OH:36])=[O:35])=[N:31][C:32]=3[CH3:33])=[CH:23][CH:22]=2)=[O:17])[CH2:12][CH2:11]1)=[O:7])([CH3:4])([CH3:2])[CH3:3]. (2) Given the reactants [NH2:1][C:2](=[N:12][OH:13])[C:3]1[CH:11]=[CH:10][C:6](C(N)=O)=[CH:5][CH:4]=1.C(C1C=CC([S:22]([NH2:25])(=[O:24])=[O:23])=CC=1)#N, predict the reaction product. The product is: [NH2:25][S:22]([C:6]1[CH:10]=[CH:11][C:3]([C:2](=[N:12][OH:13])[NH2:1])=[CH:4][CH:5]=1)(=[O:24])=[O:23]. (3) Given the reactants [C:1]([C:5]1[CH:10]=[CH:9][C:8]([S:11](Cl)(=[O:13])=[O:12])=[CH:7][C:6]=1[F:15])([CH3:4])([CH3:3])[CH3:2].[F:16][CH2:17][C:18]1[CH:22]=[C:21]([NH2:23])[N:20]([C:24]2[CH:33]=[CH:32][CH:31]=[C:30]3[C:25]=2[CH:26]=[CH:27][CH:28]=[N:29]3)[N:19]=1.[OH-].[Li+].[OH-].[Na+].Cl, predict the reaction product. The product is: [C:1]([C:5]1[CH:10]=[CH:9][C:8]([S:11]([NH:23][C:21]2[N:20]([C:24]3[CH:33]=[CH:32][CH:31]=[C:30]4[C:25]=3[CH:26]=[CH:27][CH:28]=[N:29]4)[N:19]=[C:18]([CH2:17][F:16])[CH:22]=2)(=[O:13])=[O:12])=[CH:7][C:6]=1[F:15])([CH3:4])([CH3:3])[CH3:2]. (4) Given the reactants [Cl:1][C:2]1[CH:3]=[C:4]([C@@H:12]([CH2:22][CH:23]2[CH2:27][CH2:26][CH2:25][CH2:24]2)[C:13]([NH:15][C:16]2[CH:20]=[CH:19][N:18]([CH3:21])[N:17]=2)=[O:14])[CH:5]=[CH:6][C:7]=1[S:8]([CH3:11])(=[O:10])=[O:9].C(Cl)(=O)C(Cl)=O.N1C(C)=CC=CC=1C.NC1C=CN(C[CH2:49][C:50]([CH3:53])([OH:52])[CH3:51])N=1, predict the reaction product. The product is: [Cl:1][C:2]1[CH:3]=[C:4]([C@@H:12]([CH2:22][CH:23]2[CH2:24][CH2:25][CH2:26][CH2:27]2)[C:13]([NH:15][C:16]2[CH:20]=[CH:19][N:18]([CH2:21][CH2:49][C:50]([OH:52])([CH3:53])[CH3:51])[N:17]=2)=[O:14])[CH:5]=[CH:6][C:7]=1[S:8]([CH3:11])(=[O:10])=[O:9]. (5) The product is: [Cl:19][C:20]1[CH:25]=[CH:24][CH:23]=[CH:22][C:21]=1[C:26]1[CH:27]=[CH:28][C:29]([C:6]([N:8]2[CH2:12][C:11](=[N:13][O:14][CH3:15])[CH2:10][C@H:9]2[C:16]([O:18][CH3:35])=[O:17])=[O:7])=[CH:30][CH:31]=1. Given the reactants C(O[C:6]([N:8]1[CH2:12][C:11](=[N:13][O:14][CH3:15])[CH2:10][C@H:9]1[C:16]([OH:18])=[O:17])=[O:7])(C)(C)C.[Cl:19][C:20]1[CH:25]=[CH:24][CH:23]=[CH:22][C:21]=1[C:26]1[CH:31]=[CH:30][C:29](C(O)=O)=[CH:28][CH:27]=1.[CH3:35]O, predict the reaction product.